From a dataset of Full USPTO retrosynthesis dataset with 1.9M reactions from patents (1976-2016). Predict the reactants needed to synthesize the given product. (1) Given the product [CH:19]([O:22][C:23]1[CH:28]=[CH:27][C:26]([N:8]2[C:16]3[C:11](=[CH:12][CH:13]=[CH:14][CH:15]=3)[C:10](=[O:17])[C:9]2=[O:18])=[CH:25][CH:24]=1)([CH3:21])[CH3:20], predict the reactants needed to synthesize it. The reactants are: C(N(CC)CC)C.[NH:8]1[C:16]2[C:11](=[CH:12][CH:13]=[CH:14][CH:15]=2)[C:10](=[O:17])[C:9]1=[O:18].[CH:19]([O:22][C:23]1[CH:28]=[CH:27][C:26](B(O)O)=[CH:25][CH:24]=1)([CH3:21])[CH3:20].Cl.C([O-])(O)=O.[Na+]. (2) Given the product [OH:24][CH2:25][C:26]1[CH:16]=[CH:15][CH:11]=[CH:10][C:9]=1[CH2:7][NH2:8], predict the reactants needed to synthesize it. The reactants are: [H-].[Al+3].[Li+].[H-].[H-].[H-].[C:7]([CH2:9][C:10]1C=C[CH:16]=[CH:15][C:11]=1C([O-])=O)#[N:8].O.[OH-].[Na+].C([O:24][CH2:25][CH3:26])C. (3) Given the product [Cl:1][C:2]1[CH:7]=[CH:6][C:5]([S:8]([C:11]2([C:13]3[CH:18]=[C:17]([F:19])[CH:16]=[CH:15][C:14]=3[F:20])[CH2:27][CH2:26][C:24](=[O:23])[CH2:25][CH2:12]2)(=[O:10])=[O:9])=[CH:4][CH:3]=1, predict the reactants needed to synthesize it. The reactants are: [Cl:1][C:2]1[CH:7]=[CH:6][C:5]([S:8]([C:11]([C:13]2[CH:18]=[C:17]([F:19])[CH:16]=[CH:15][C:14]=2[F:20])=[CH2:12])(=[O:10])=[O:9])=[CH:4][CH:3]=1.C[Si](C)(C)[O:23][C:24]([CH:26]=[CH2:27])=[CH2:25].Cl. (4) Given the product [CH3:8][CH:7]([CH3:9])[CH2:6][CH:5]([C:10]1[CH:11]=[C:12]([C:23]2[CH:28]=[CH:27][C:26]([C:29]([F:31])([F:32])[F:30])=[CH:25][CH:24]=2)[CH:13]=[C:14]([CH:16]2[CH2:21][CH2:20][CH2:19][CH:18]([CH3:22])[NH:17]2)[CH:15]=1)[C:4]([OH:33])=[O:3], predict the reactants needed to synthesize it. The reactants are: C([O:3][C:4](=[O:33])[CH:5]([C:10]1[CH:11]=[C:12]([C:23]2[CH:28]=[CH:27][C:26]([C:29]([F:32])([F:31])[F:30])=[CH:25][CH:24]=2)[CH:13]=[C:14]([CH:16]2[CH2:21][CH2:20][CH2:19][CH:18]([CH3:22])[NH:17]2)[CH:15]=1)[CH2:6][CH:7]([CH3:9])[CH3:8])C.[OH-].[K+].